This data is from Catalyst prediction with 721,799 reactions and 888 catalyst types from USPTO. The task is: Predict which catalyst facilitates the given reaction. Reactant: [C:1]([O:5][C:6](=[O:25])[C@H:7]([CH2:16][CH2:17][C:18]([O:20][C:21]([CH3:24])([CH3:23])[CH3:22])=[O:19])[NH:8][C:9]([O:11][C:12]([CH3:15])([CH3:14])[CH3:13])=[O:10])([CH3:4])([CH3:3])[CH3:2].[Li].C[Si]([N-][Si](C)(C)C)(C)C.[CH2:36](Br)[CH:37]=[CH2:38]. Product: [C:1]([O:5][C:6](=[O:25])[C@@H:7]([NH:8][C:9]([O:11][C:12]([CH3:13])([CH3:14])[CH3:15])=[O:10])[CH2:16][C@H:17]([CH2:38][CH:37]=[CH2:36])[C:18]([O:20][C:21]([CH3:24])([CH3:23])[CH3:22])=[O:19])([CH3:2])([CH3:3])[CH3:4]. The catalyst class is: 1.